From a dataset of NCI-60 drug combinations with 297,098 pairs across 59 cell lines. Regression. Given two drug SMILES strings and cell line genomic features, predict the synergy score measuring deviation from expected non-interaction effect. (1) Drug 1: CC1=C2C(C(=O)C3(C(CC4C(C3C(C(C2(C)C)(CC1OC(=O)C(C(C5=CC=CC=C5)NC(=O)OC(C)(C)C)O)O)OC(=O)C6=CC=CC=C6)(CO4)OC(=O)C)OC)C)OC. Drug 2: CC1=CC2C(CCC3(C2CCC3(C(=O)C)OC(=O)C)C)C4(C1=CC(=O)CC4)C. Cell line: MOLT-4. Synergy scores: CSS=87.1, Synergy_ZIP=17.3, Synergy_Bliss=16.6, Synergy_Loewe=-13.7, Synergy_HSA=18.1. (2) Drug 1: C1CCC(C1)C(CC#N)N2C=C(C=N2)C3=C4C=CNC4=NC=N3. Drug 2: CCC1=CC2CC(C3=C(CN(C2)C1)C4=CC=CC=C4N3)(C5=C(C=C6C(=C5)C78CCN9C7C(C=CC9)(C(C(C8N6C)(C(=O)OC)O)OC(=O)C)CC)OC)C(=O)OC.C(C(C(=O)O)O)(C(=O)O)O. Cell line: SNB-19. Synergy scores: CSS=51.7, Synergy_ZIP=20.3, Synergy_Bliss=19.1, Synergy_Loewe=-18.0, Synergy_HSA=16.9.